From a dataset of Catalyst prediction with 721,799 reactions and 888 catalyst types from USPTO. Predict which catalyst facilitates the given reaction. (1) Reactant: C([O:8][C:9]1[CH:18]=[C:17]2[C:12]([C:13]([NH:19][C:20]3[CH:25]=[CH:24][C:23]([F:26])=[C:22]([Cl:27])[CH:21]=3)=[N:14][CH:15]=[N:16]2)=[C:11]([O:28][CH2:29][C@H:30]2[CH2:34][CH2:33][CH2:32][N:31]2C(OC(C)(C)C)=O)[CH:10]=1)C1C=CC=CC=1.C(=O)([O-])O.[Na+]. Product: [Cl:27][C:22]1[CH:21]=[C:20]([CH:25]=[CH:24][C:23]=1[F:26])[NH:19][C:13]1[C:12]2[C:17](=[CH:18][C:9]([OH:8])=[CH:10][C:11]=2[O:28][CH2:29][C@H:30]2[CH2:34][CH2:33][CH2:32][NH:31]2)[N:16]=[CH:15][N:14]=1. The catalyst class is: 55. (2) Reactant: [F:1][C:2]1[CH:7]=[CH:6][C:5]([C:8]2[O:9][C:10]3[CH:21]=[C:20]([N:22]([CH3:27])[S:23]([CH3:26])(=[O:25])=[O:24])[C:19]([C:28]4[CH:33]=[CH:32][CH:31]=[CH:30][CH:29]=4)=[CH:18][C:11]=3[C:12]=2[C:13]([O:15]CC)=[O:14])=[CH:4][CH:3]=1.[Li+].[OH-]. Product: [F:1][C:2]1[CH:3]=[CH:4][C:5]([C:8]2[O:9][C:10]3[CH:21]=[C:20]([N:22]([CH3:27])[S:23]([CH3:26])(=[O:24])=[O:25])[C:19]([C:28]4[CH:29]=[CH:30][CH:31]=[CH:32][CH:33]=4)=[CH:18][C:11]=3[C:12]=2[C:13]([OH:15])=[O:14])=[CH:6][CH:7]=1. The catalyst class is: 20.